Dataset: Full USPTO retrosynthesis dataset with 1.9M reactions from patents (1976-2016). Task: Predict the reactants needed to synthesize the given product. (1) Given the product [Cl:1][C:2]1[CH:9]=[CH:8][C:5]([CH2:6][NH:7][C:11]2[C:16]([N+:17]([O-:19])=[O:18])=[CH:15][CH:14]=[C:13]([Cl:20])[N:12]=2)=[CH:4][CH:3]=1, predict the reactants needed to synthesize it. The reactants are: [Cl:1][C:2]1[CH:9]=[CH:8][C:5]([CH2:6][NH2:7])=[CH:4][CH:3]=1.Cl[C:11]1[C:16]([N+:17]([O-:19])=[O:18])=[CH:15][CH:14]=[C:13]([Cl:20])[N:12]=1.C([O-])([O-])=O.[K+].[K+]. (2) Given the product [Cl:1][C:2]1[CH:7]=[C:6]([F:8])[C:5]([CH3:9])=[CH:4][C:3]=1[NH:10][C:11]1[N:16]2[N:17]=[CH:18][C:19]([S:20]([NH:23][C:39](=[O:42])[CH2:40][CH3:41])(=[O:22])=[O:21])=[C:15]2[N:14]=[CH:13][C:12]=1[C:24]([N:26]1[CH2:31][CH2:30][CH:29]([C:32]2[CH:33]=[CH:34][C:35]([F:38])=[CH:36][CH:37]=2)[CH2:28][CH2:27]1)=[O:25], predict the reactants needed to synthesize it. The reactants are: [Cl:1][C:2]1[CH:7]=[C:6]([F:8])[C:5]([CH3:9])=[CH:4][C:3]=1[NH:10][C:11]1[N:16]2[N:17]=[CH:18][C:19]([S:20]([NH2:23])(=[O:22])=[O:21])=[C:15]2[N:14]=[CH:13][C:12]=1[C:24]([N:26]1[CH2:31][CH2:30][CH:29]([C:32]2[CH:37]=[CH:36][C:35]([F:38])=[CH:34][CH:33]=2)[CH2:28][CH2:27]1)=[O:25].[C:39](O)(=[O:42])[CH2:40][CH3:41].